Dataset: Reaction yield outcomes from USPTO patents with 853,638 reactions. Task: Predict the reaction yield, written as a fraction of the theoretical maximum amount of product (1.0 means a 100% yield; for example, 0.34 means a 34% yield). (1) The reactants are [C:1](#N)[CH3:2].[CH2:4](Br)[C:5]1[CH:10]=[CH:9][CH:8]=[CH:7][CH:6]=1.[C:12](=[O:15])([O-])[O-].[K+].[K+].C(Cl)Cl.[OH2:21]. No catalyst specified. The product is [CH2:4]([O:21][C:2]1[CH:1]=[CH:7][C:6]([CH:12]=[O:15])=[CH:5][CH:4]=1)[C:5]1[CH:10]=[CH:9][CH:8]=[CH:7][CH:6]=1. The yield is 0.887. (2) The reactants are [N:1]([O-])=O.[Na+].[NH2:5][C:6]1[CH:7]=[CH:8][C:9]([O:12][CH3:13])=[N:10][CH:11]=1.O.O.[Sn](Cl)Cl.[OH-].[Na+]. The catalyst is O.Cl.C(Cl)(Cl)Cl. The product is [NH:5]([C:6]1[CH:7]=[CH:8][C:9]([O:12][CH3:13])=[N:10][CH:11]=1)[NH2:1]. The yield is 0.600. (3) The reactants are [CH2:1]([N:8]1[CH2:13][CH2:12][NH:11][CH:10]([CH2:14][OH:15])[CH2:9]1)[C:2]1[CH:7]=[CH:6][CH:5]=[CH:4][CH:3]=1.[C:16](N1C=CN=C1)(N1C=CN=C1)=[O:17].C(N(CC)CC)C.O1CCCC1. The catalyst is O. The product is [CH2:1]([N:8]1[CH2:13][CH2:12][N:11]2[C:16](=[O:17])[O:15][CH2:14][CH:10]2[CH2:9]1)[C:2]1[CH:3]=[CH:4][CH:5]=[CH:6][CH:7]=1. The yield is 0.650. (4) The reactants are [CH3:1][C:2]1[CH:9]=[CH:8][CH:7]=[CH:6][C:3]=1[CH2:4][NH2:5]. The catalyst is [Pd].CC#N. The product is [CH3:1][C:2]1[CH:9]=[CH:8][CH:7]=[CH:6][C:3]=1[CH2:4][NH:5][CH2:1][C:2]1[CH:9]=[CH:8][CH:7]=[CH:6][C:3]=1[CH3:4]. The yield is 0.870. (5) The reactants are [OH:1][C:2]1[CH:11]=[CH:10][C:5]([C:6]([O:8][CH3:9])=[O:7])=[CH:4][CH:3]=1.CC(O)=O.[Br:16]Br. The catalyst is C(Cl)(Cl)(Cl)Cl. The product is [Br:16][C:11]1[CH:10]=[C:5]([CH:4]=[CH:3][C:2]=1[OH:1])[C:6]([O:8][CH3:9])=[O:7]. The yield is 0.660. (6) The reactants are [N:1]1[CH:6]=[CH:5][CH:4]=[C:3]([C:7]2[S:8][C:9]([C:12](=[N:14]O)[CH3:13])=[CH:10][N:11]=2)[CH:2]=1.[C:16](=[O:19])([O-])[O-].[Cs+].[Cs+]. The catalyst is C(#N)C. The product is [N:1]1[CH:6]=[CH:5][CH:4]=[C:3]([C:7]2[S:8][C:9]([C:12](=[N:14][O:19][C:16]3[N:11]=[CH:7][CH:3]=[CH:2][N:1]=3)[CH3:13])=[CH:10][N:11]=2)[CH:2]=1. The yield is 0.460. (7) The reactants are [C:1]([C:3]1[CH:19]=[CH:18][C:6]([CH2:7][N:8]([CH3:17])[CH2:9][C:10]([O:12][C:13]([CH3:16])([CH3:15])[CH3:14])=[O:11])=[C:5]([CH:20]=[CH2:21])[CH:4]=1)#[N:2]. The catalyst is [Pd].CO. The product is [C:1]([C:3]1[CH:19]=[CH:18][C:6]([CH2:7][N:8]([CH3:17])[CH2:9][C:10]([O:12][C:13]([CH3:14])([CH3:15])[CH3:16])=[O:11])=[C:5]([CH2:20][CH3:21])[CH:4]=1)#[N:2]. The yield is 0.940.